This data is from Peptide-MHC class I binding affinity with 185,985 pairs from IEDB/IMGT. The task is: Regression. Given a peptide amino acid sequence and an MHC pseudo amino acid sequence, predict their binding affinity value. This is MHC class I binding data. (1) The peptide sequence is HFIYHKREK. The MHC is HLA-B46:01 with pseudo-sequence HLA-B46:01. The binding affinity (normalized) is 0.0847. (2) The peptide sequence is ASADNHPKMI. The MHC is H-2-Db with pseudo-sequence H-2-Db. The binding affinity (normalized) is 0. (3) The peptide sequence is RSFAERLDR. The MHC is HLA-A24:03 with pseudo-sequence HLA-A24:03. The binding affinity (normalized) is 0.0847. (4) The peptide sequence is DARVYADPMA. The MHC is HLA-A30:01 with pseudo-sequence HLA-A30:01. The binding affinity (normalized) is 0.156.